Dataset: Forward reaction prediction with 1.9M reactions from USPTO patents (1976-2016). Task: Predict the product of the given reaction. (1) Given the reactants [C:1]([CH:3]([C:9]1([CH3:22])[CH2:14][CH2:13][N:12]([C:15]2[CH:20]=[CH:19][C:18]([F:21])=[CH:17][CH:16]=2)[CH2:11][CH2:10]1)C(OCC)=O)#[N:2].[Cl-].[Li+], predict the reaction product. The product is: [F:21][C:18]1[CH:19]=[CH:20][C:15]([N:12]2[CH2:11][CH2:10][C:9]([CH2:3][C:1]#[N:2])([CH3:22])[CH2:14][CH2:13]2)=[CH:16][CH:17]=1. (2) Given the reactants [CH3:1][C:2]1[CH:7]=[C:6]([N+:8]([O-])=O)[CH:5]=[C:4]([CH3:11])[C:3]=1[OH:12].NC1C=C(C)C(O)=C(C)C=1.C1COC2C=CC(NC3C(F)=CN=C(NC4C=CC=C(O)C=4)N=3)=CC=2O1.[Cl:49][C:50]1[N:55]=[C:54](Cl)[C:53]([F:57])=[CH:52][N:51]=1, predict the reaction product. The product is: [Cl:49][C:50]1[N:55]=[C:54]([NH:8][C:6]2[CH:7]=[C:2]([CH3:1])[C:3]([OH:12])=[C:4]([CH3:11])[CH:5]=2)[C:53]([F:57])=[CH:52][N:51]=1. (3) Given the reactants [C:1]1([CH2:7][CH2:8][NH2:9])[CH:6]=[CH:5][CH:4]=[CH:3][CH:2]=1.CCN(CC)CC.[CH:17]1([S:23](Cl)(=[O:25])=[O:24])[CH2:22][CH2:21][CH2:20][CH2:19][CH2:18]1, predict the reaction product. The product is: [CH2:8]([NH:9][S:23]([CH:17]1[CH2:22][CH2:21][CH2:20][CH2:19][CH2:18]1)(=[O:25])=[O:24])[CH2:7][C:1]1[CH:6]=[CH:5][CH:4]=[CH:3][CH:2]=1. (4) Given the reactants [C:1]([C:3]1([NH:6][C:7]([C@@H:9]2[CH2:13][C@@H:12]([S:14]([C:17]3[CH:22]=[CH:21][C:20](F)=[CH:19][C:18]=3[C:24]([F:27])([F:26])[F:25])(=[O:16])=[O:15])[CH2:11][C@H:10]2[C:28]([N:30]2[CH2:33][C:32]([F:35])([F:34])[CH2:31]2)=[O:29])=[O:8])[CH2:5][CH2:4]1)#[N:2].[C:36]([N:39]1[CH2:44][CH2:43][NH:42][CH2:41][CH2:40]1)(=[O:38])[CH3:37], predict the reaction product. The product is: [C:1]([C:3]1([NH:6][C:7]([CH:9]2[CH2:13][CH:12]([S:14]([C:17]3[CH:22]=[CH:21][C:20]([N:42]4[CH2:43][CH2:44][N:39]([C:36](=[O:38])[CH3:37])[CH2:40][CH2:41]4)=[CH:19][C:18]=3[C:24]([F:26])([F:27])[F:25])(=[O:15])=[O:16])[CH2:11][CH:10]2[C:28]([N:30]2[CH2:33][C:32]([F:34])([F:35])[CH2:31]2)=[O:29])=[O:8])[CH2:5][CH2:4]1)#[N:2]. (5) Given the reactants Cl.[NH2:2][C:3]1[CH:4]=[CH:5][C:6]([CH2:10][CH3:11])=[C:7]([OH:9])[CH:8]=1.C(=O)([O-])O.[Na+].[C:17]([C:19]([C:22]1[CH:23]=[C:24]([CH:28]=[CH:29][CH:30]=1)[C:25](Cl)=[O:26])([CH3:21])[CH3:20])#[N:18], predict the reaction product. The product is: [C:17]([C:19]([C:22]1[CH:23]=[C:24]([CH:28]=[CH:29][CH:30]=1)[C:25]([NH:2][C:3]1[CH:4]=[CH:5][C:6]([CH2:10][CH3:11])=[C:7]([OH:9])[CH:8]=1)=[O:26])([CH3:21])[CH3:20])#[N:18].